The task is: Predict the reaction yield, written as a fraction of the theoretical maximum amount of product (1.0 means a 100% yield; for example, 0.34 means a 34% yield).. This data is from Reaction yield outcomes from USPTO patents with 853,638 reactions. (1) The reactants are Cl[C:2]1[N:7]=[C:6]([C:8]([OH:10])=[O:9])[CH:5]=[CH:4][C:3]=1[CH:11]1[CH2:13][CH2:12]1.[F:14][C:15]([F:22])([F:21])[C@H:16]([OH:20])[CH2:17][CH2:18][OH:19].CC(C)([O-])C.[K+]. The catalyst is CN(C=O)C. The product is [CH:11]1([C:3]2[CH:4]=[CH:5][C:6]([C:8]([OH:10])=[O:9])=[N:7][C:2]=2[O:20][C@@H:16]([C:15]([F:22])([F:21])[F:14])[CH2:17][CH2:18][OH:19])[CH2:13][CH2:12]1. The yield is 0.0780. (2) The reactants are C[O:2][C:3]1[CH:8]=[CH:7][C:6]([CH3:9])=[CH:5][C:4]=1[C:10](=[O:21])[CH2:11][CH2:12][CH2:13][CH2:14][CH2:15][CH2:16][C:17]([O:19][CH3:20])=[O:18].B(Br)(Br)Br.O. The catalyst is C(Cl)Cl. The product is [OH:2][C:3]1[CH:8]=[CH:7][C:6]([CH3:9])=[CH:5][C:4]=1[C:10](=[O:21])[CH2:11][CH2:12][CH2:13][CH2:14][CH2:15][CH2:16][C:17]([O:19][CH3:20])=[O:18]. The yield is 0.290.